This data is from Catalyst prediction with 721,799 reactions and 888 catalyst types from USPTO. The task is: Predict which catalyst facilitates the given reaction. (1) Reactant: O[CH2:2][NH:3][C:4](=[O:9])[C:5]([CH3:8])([CH3:7])[CH3:6].C(Cl)(=O)C([Cl:13])=O. The catalyst class is: 4. Product: [Cl:13][CH2:2][NH:3][C:4](=[O:9])[C:5]([CH3:8])([CH3:7])[CH3:6]. (2) Reactant: [CH3:1][O-:2].[Na+].F[C:5]1[C:10]([CH3:11])=[C:9]([I:12])[C:8]([CH3:13])=[CH:7][N:6]=1. Product: [I:12][C:9]1[C:8]([CH3:13])=[CH:7][N:6]=[C:5]([O:2][CH3:1])[C:10]=1[CH3:11]. The catalyst class is: 92.